Dataset: Forward reaction prediction with 1.9M reactions from USPTO patents (1976-2016). Task: Predict the product of the given reaction. Given the reactants [C:1]1([C:7]#[C:8][C:9]2[CH:10]=[C:11]([C:15]([OH:17])=[O:16])[CH:12]=[N:13][CH:14]=2)[CH:6]=[CH:5][CH:4]=[CH:3][CH:2]=1, predict the reaction product. The product is: [C:1]1([CH2:7][CH2:8][C:9]2[CH:10]=[C:11]([C:15]([OH:17])=[O:16])[CH:12]=[N:13][CH:14]=2)[CH:6]=[CH:5][CH:4]=[CH:3][CH:2]=1.